From a dataset of Peptide-MHC class II binding affinity with 134,281 pairs from IEDB. Regression. Given a peptide amino acid sequence and an MHC pseudo amino acid sequence, predict their binding affinity value. This is MHC class II binding data. (1) The peptide sequence is ISPSFLVYSFFVHDL. The MHC is DRB1_1501 with pseudo-sequence DRB1_1501. The binding affinity (normalized) is 0.734. (2) The peptide sequence is YKFIPALEAAVKQAY. The MHC is DRB1_0404 with pseudo-sequence DRB1_0404. The binding affinity (normalized) is 0.593.